From a dataset of Full USPTO retrosynthesis dataset with 1.9M reactions from patents (1976-2016). Predict the reactants needed to synthesize the given product. (1) Given the product [CH3:16][C:12]1([CH3:15])[CH2:11][O:10][B:9]([C:23]2[CH:24]=[C:25]([CH3:34])[C:26]3[O:30][C:29](=[O:31])[N:28]([CH3:32])[C:27]=3[CH:33]=2)[O:14][CH2:13]1, predict the reactants needed to synthesize it. The reactants are: [B:9]1([B:9]2[O:14][CH2:13][C:12]([CH3:16])([CH3:15])[CH2:11][O:10]2)[O:14][CH2:13][C:12]([CH3:16])([CH3:15])[CH2:11][O:10]1.C([O-])(=O)C.[K+].Cl[C:23]1[CH:24]=[C:25]([CH3:34])[C:26]2[O:30][C:29](=[O:31])[N:28]([CH3:32])[C:27]=2[CH:33]=1. (2) Given the product [Br:1][CH2:2][C:3]([NH:15][C:16]1[CH:21]=[CH:20][CH:19]=[C:18]([S:22](=[O:23])(=[O:24])[NH:25][C:26]2[C:35]([NH:36][C:37]3[CH:42]=[C:41]([O:43][CH3:44])[CH:40]=[C:39]([O:45][CH3:46])[CH:38]=3)=[N:34][C:33]3[C:28](=[CH:29][CH:30]=[CH:31][CH:32]=3)[N:27]=2)[CH:17]=1)=[O:5], predict the reactants needed to synthesize it. The reactants are: [Br:1][CH2:2][C:3]([OH:5])=O.CC(N=C=NC(C)C)C.[NH2:15][C:16]1[CH:17]=[C:18]([S:22]([NH:25][C:26]2[C:35]([NH:36][C:37]3[CH:42]=[C:41]([O:43][CH3:44])[CH:40]=[C:39]([O:45][CH3:46])[CH:38]=3)=[N:34][C:33]3[C:28](=[CH:29][CH:30]=[CH:31][CH:32]=3)[N:27]=2)(=[O:24])=[O:23])[CH:19]=[CH:20][CH:21]=1. (3) Given the product [CH:1]([O:4][C:5]1[CH:13]=[C:12]([C:14]([F:17])([F:16])[F:15])[CH:11]=[CH:10][C:6]=1[C:7]([N:20]([O:21][CH3:22])[CH3:19])=[O:9])([CH3:2])[CH3:3], predict the reactants needed to synthesize it. The reactants are: [CH:1]([O:4][C:5]1[CH:13]=[C:12]([C:14]([F:17])([F:16])[F:15])[CH:11]=[CH:10][C:6]=1[C:7]([OH:9])=O)([CH3:3])[CH3:2].Cl.[CH3:19][NH:20][O:21][CH3:22].CN1CCOCC1.Cl.CN(C)CCCN=C=NCC. (4) Given the product [CH3:24][S:21]([C:19]1[CH:18]=[CH:17][C:16]([O:25][CH3:26])=[C:15]([NH:12][C:13]([NH:11][C:6]2[CH:7]=[CH:8][CH:9]=[C:10]3[C:5]=2[CH:4]=[N:3][N:2]3[CH3:1])=[S:14])[CH:20]=1)(=[O:23])=[O:22], predict the reactants needed to synthesize it. The reactants are: [CH3:1][N:2]1[C:10]2[C:5](=[C:6]([NH2:11])[CH:7]=[CH:8][CH:9]=2)[CH:4]=[N:3]1.[N:12]([C:15]1[CH:20]=[C:19]([S:21]([CH3:24])(=[O:23])=[O:22])[CH:18]=[CH:17][C:16]=1[O:25][CH3:26])=[C:13]=[S:14]. (5) Given the product [NH2:1][C:4]1[CH:5]=[CH:6][C:7]([C:10]2[O:11][C:12]3[C:13](=[C:15]([C:19]([NH2:21])=[O:20])[CH:16]=[CH:17][CH:18]=3)[N:14]=2)=[CH:8][CH:9]=1, predict the reactants needed to synthesize it. The reactants are: [N+:1]([C:4]1[CH:9]=[CH:8][C:7]([C:10]2[O:11][C:12]3[C:13](=[C:15]([C:19]([NH2:21])=[O:20])[CH:16]=[CH:17][CH:18]=3)[N:14]=2)=[CH:6][CH:5]=1)([O-])=O. (6) Given the product [CH3:29][O:30][C:31](=[O:47])[C:32]1[CH:37]=[CH:36][C:35]([NH:38][CH:39]2[CH2:44][CH2:43][CH2:42][CH2:41][CH:40]2[CH3:45])=[C:34]([NH:46][C:7](=[O:9])[CH2:6][C:2]2[O:1][CH:5]=[CH:4][CH:3]=2)[CH:33]=1, predict the reactants needed to synthesize it. The reactants are: [O:1]1[CH:5]=[CH:4][CH:3]=[C:2]1[CH2:6][C:7]([OH:9])=O.C1C=NC2N(O)N=NC=2C=1.CCN(C(C)C)C(C)C.[CH3:29][O:30][C:31](=[O:47])[C:32]1[CH:37]=[CH:36][C:35]([NH:38][CH:39]2[CH2:44][CH2:43][CH2:42][CH2:41][CH:40]2[CH3:45])=[C:34]([NH2:46])[CH:33]=1. (7) Given the product [CH2:1]([O:3][C:4]([N:6]1[CH2:11][CH2:10][CH:9]([N:12]2[C:13]3[CH:18]=[C:17]([Cl:19])[CH:16]=[CH:15][C:14]=3[NH:20][C:32]2=[O:34])[CH2:8][CH2:7]1)=[O:5])[CH3:2], predict the reactants needed to synthesize it. The reactants are: [CH2:1]([O:3][C:4]([N:6]1[CH2:11][CH2:10][CH:9]([NH:12][C:13]2[CH:18]=[C:17]([Cl:19])[CH:16]=[CH:15][C:14]=2[N+:20]([O-])=O)[CH2:8][CH2:7]1)=[O:5])[CH3:2].Cl.CCN(CC)CC.Cl[C:32](Cl)([O:34]C(=O)OC(Cl)(Cl)Cl)Cl.